Dataset: NCI-60 drug combinations with 297,098 pairs across 59 cell lines. Task: Regression. Given two drug SMILES strings and cell line genomic features, predict the synergy score measuring deviation from expected non-interaction effect. (1) Drug 1: CC12CCC3C(C1CCC2=O)CC(=C)C4=CC(=O)C=CC34C. Drug 2: CN1C(=O)N2C=NC(=C2N=N1)C(=O)N. Cell line: K-562. Synergy scores: CSS=17.5, Synergy_ZIP=2.87, Synergy_Bliss=10.3, Synergy_Loewe=-5.24, Synergy_HSA=6.28. (2) Drug 1: CC1=C(C(=CC=C1)Cl)NC(=O)C2=CN=C(S2)NC3=CC(=NC(=N3)C)N4CCN(CC4)CCO. Drug 2: C1=CC=C(C(=C1)C(C2=CC=C(C=C2)Cl)C(Cl)Cl)Cl. Cell line: IGROV1. Synergy scores: CSS=7.20, Synergy_ZIP=-2.86, Synergy_Bliss=1.88, Synergy_Loewe=-12.0, Synergy_HSA=1.01. (3) Drug 1: C1CC(CNC1)C2=CC=C(C=C2)N3C=C4C=CC=C(C4=N3)C(=O)N. Drug 2: C1CC(C1)(C2=CC=C(C=C2)C3=C(C=C4C(=N3)C=CN5C4=NNC5=O)C6=CC=CC=C6)N. Cell line: T-47D. Synergy scores: CSS=41.5, Synergy_ZIP=1.72, Synergy_Bliss=1.75, Synergy_Loewe=7.73, Synergy_HSA=8.73.